From a dataset of Drug-target binding data from BindingDB using IC50 measurements. Regression. Given a target protein amino acid sequence and a drug SMILES string, predict the binding affinity score between them. We predict pIC50 (pIC50 = -log10(IC50 in M); higher means more potent). Dataset: bindingdb_ic50. (1) The drug is O=NN([O-])[O-]. The target protein (P46406) has sequence MVKVGVNGFGRIGRLVTRAAFNSGKVDVVAINDPFIDLHYMVYMFQYDSTHGKFHGTVKAENGKLVINGKAITIFQERDPANIKWGDAGAEYVVESTGVFTTMEKAGAHLKGGAKRVIISAPSADAPMFVMGVNHEKYDNSLKIVSNASCTTNCLAPLAKVIHDHFGIVEGLMTTVHAITATQKTVDGPSGKLWRDGRGAAQNIIPASTGAAKAVGKVIPELNGKLTGMAFRVPTPNVSVVDLTCRLEKAAKYDDIKKVVKQASEGPLKGILGYTEDQVVSCDFNSATHSSTFDAGAGIALNDHFVKLISWYDNEFGYSNRVVDLMVHMASKE. The pIC50 is 6.4. (2) The compound is O=C1C[C@@H](C(=O)Nc2cc(-c3cccc(O)c3)n(-c3ccccc3)n2)CN1. The target protein (P13866) has sequence MDSSTWSPKTTAVTRPVETHELIRNAADISIIVIYFVVVMAVGLWAMFSTNRGTVGGFFLAGRSMVWWPIGASLFASNIGSGHFVGLAGTGAASGIAIGGFEWNALVLVVVLGWLFVPIYIKAGVVTMPEYLRKRFGGQRIQVYLSLLSLLLYIFTKISADIFSGAIFINLALGLNLYLAIFLLLAITALYTITGGLAAVIYTDTLQTVIMLVGSLILTGFAFHEVGGYDAFMEKYMKAIPTIVSDGNTTFQEKCYTPRADSFHIFRDPLTGDLPWPGFIFGMSILTLWYWCTDQVIVQRCLSAKNMSHVKGGCILCGYLKLMPMFIMVMPGMISRILYTEKIACVVPSECEKYCGTKVGCTNIAYPTLVVELMPNGLRGLMLSVMLASLMSSLTSIFNSASTLFTMDIYAKVRKRASEKELMIAGRLFILVLIGISIAWVPIVQSAQSGQLFDYIQSITSYLGPPIAAVFLLAIFWKRVNEPGAFWGLILGLLIGISRM.... The pIC50 is 5.0.